From a dataset of Full USPTO retrosynthesis dataset with 1.9M reactions from patents (1976-2016). Predict the reactants needed to synthesize the given product. The reactants are: [CH:1]1[C:14]2[NH:13][C:12]3[C:7](=[CH:8][CH:9]=[CH:10][CH:11]=3)[S:6][C:5]=2[CH:4]=[CH:3][CH:2]=1.[Li][CH2:16][CH2:17]CC.[Li]C(C)(C)C.C(I)C. Given the product [CH2:16]([C:11]1[C:12]2[NH:13][C:14]3[C:5](=[CH:4][CH:3]=[CH:2][CH:1]=3)[S:6][C:7]=2[CH:8]=[CH:9][CH:10]=1)[CH3:17], predict the reactants needed to synthesize it.